From a dataset of Forward reaction prediction with 1.9M reactions from USPTO patents (1976-2016). Predict the product of the given reaction. (1) Given the reactants BrC[CH2:3][C:4]1[CH:13]=[CH:12][C:11]([Cl:14])=[CH:10][C:5]=1[C:6]([O:8][CH3:9])=[O:7].[Cl:15][C:16]1[CH:17]=[C:18]([OH:22])[CH:19]=[CH:20][CH:21]=1, predict the reaction product. The product is: [Cl:14][C:11]1[CH:12]=[CH:13][C:4]([CH2:3][O:22][C:18]2[CH:19]=[CH:20][CH:21]=[C:16]([Cl:15])[CH:17]=2)=[C:5]([CH:10]=1)[C:6]([O:8][CH3:9])=[O:7]. (2) Given the reactants N[C:2]1[S:3][C:4]([I:12])=[C:5]([C:7]([O:9][CH2:10][CH3:11])=[O:8])[N:6]=1.C(ON=O)(C)(C)C, predict the reaction product. The product is: [CH2:10]([O:9][C:7]([C:5]1[N:6]=[CH:2][S:3][C:4]=1[I:12])=[O:8])[CH3:11]. (3) Given the reactants [NH2:1][CH2:2][CH2:3][N:4]1[C:12]([C:13]2[CH:18]=[CH:17][CH:16]=[CH:15][CH:14]=2)=[C:11]2[C:6]([N:7]([CH3:22])[C:8](=[O:21])[N:9]([CH3:20])[C:10]2=[O:19])=[CH:5]1.[CH3:23]C1C=C(C=CC=1)C(Cl)=O, predict the reaction product. The product is: [NH2:1][CH2:2][CH2:3][N:4]1[C:12]([C:13]2[CH:18]=[C:17]([CH3:23])[CH:16]=[CH:15][CH:14]=2)=[C:11]2[C:6]([N:7]([CH3:22])[C:8](=[O:21])[N:9]([CH3:20])[C:10]2=[O:19])=[CH:5]1. (4) The product is: [NH2:8][CH:9]([CH:29]([CH3:32])[CH2:30][CH3:31])[C:10]([NH:12][CH:13]([C:18]1([C:22]2[CH:23]=[CH:24][C:25]([Cl:28])=[CH:26][CH:27]=2)[CH2:21][CH2:20][CH2:19]1)[CH2:14][CH:15]([CH3:17])[CH3:16])=[O:11]. Given the reactants C([NH:8][CH:9]([CH:29]([CH3:32])[CH2:30][CH3:31])[C:10]([NH:12][CH:13]([C:18]1([C:22]2[CH:27]=[CH:26][C:25]([Cl:28])=[CH:24][CH:23]=2)[CH2:21][CH2:20][CH2:19]1)[CH2:14][CH:15]([CH3:17])[CH3:16])=[O:11])(OC(C)(C)C)=O, predict the reaction product. (5) The product is: [F:28][C:25]1[CH:26]=[CH:27][C:20]2=[C:21]([CH:24]=1)[O:22][CH2:23][C:17]1[CH:16]=[C:15]([CH2:14][N:12]3[C:7]4=[N:8][CH:9]=[CH:10][N:11]=[C:6]4[N:5]=[C:4]3[CH2:1][CH2:2][CH3:3])[CH:34]=[CH:33][C:18]=1/[C:19]/2=[C:29](/[CH3:32])\[C:30]#[N:31]. Given the reactants [CH2:1]([C:4]1[NH:12][C:7]2=[N:8][CH:9]=[CH:10][N:11]=[C:6]2[N:5]=1)[CH2:2][CH3:3].Br[CH2:14][C:15]1[CH:34]=[CH:33][C:18]2/[C:19](=[C:29](/[CH3:32])\[C:30]#[N:31])/[C:20]3[CH:27]=[CH:26][C:25]([F:28])=[CH:24][C:21]=3[O:22][CH2:23][C:17]=2[CH:16]=1, predict the reaction product.